Dataset: Catalyst prediction with 721,799 reactions and 888 catalyst types from USPTO. Task: Predict which catalyst facilitates the given reaction. (1) Reactant: [N:1]([CH:4]([C:8]1[N:9]=[C:10]2[CH:16]=[CH:15][N:14]([S:17]([C:20]3[CH:26]=[CH:25][C:23]([CH3:24])=[CH:22][CH:21]=3)(=[O:19])=[O:18])[C:11]2=[N:12][CH:13]=1)[CH2:5][CH:6]=[CH2:7])=[N+]=[N-].C1(P(C2C=CC=CC=2)C2C=CC=CC=2)C=CC=CC=1.[ClH:46].CCOCC. Product: [ClH:46].[S:17]([N:14]1[C:11]2=[N:12][CH:13]=[C:8]([CH:4]([NH2:1])[CH2:5][CH:6]=[CH2:7])[N:9]=[C:10]2[CH:16]=[CH:15]1)([C:20]1[CH:21]=[CH:22][C:23]([CH3:24])=[CH:25][CH:26]=1)(=[O:18])=[O:19]. The catalyst class is: 249. (2) Reactant: [NH2:1][CH:2]([C:5]1[CH:10]=[CH:9][C:8]([Br:11])=[CH:7][CH:6]=1)[CH2:3][OH:4].Cl[C:13]1[NH:14][C:15](=[O:28])[C:16]2[CH:21]=[N:20][N:19]([CH:22]3[CH2:27][CH2:26][O:25][CH2:24][CH2:23]3)[C:17]=2[N:18]=1.CCN(C(C)C)C(C)C. Product: [Br:11][C:8]1[CH:9]=[CH:10][C:5]([CH:2]([NH:1][C:13]2[NH:14][C:15](=[O:28])[C:16]3[CH:21]=[N:20][N:19]([CH:22]4[CH2:23][CH2:24][O:25][CH2:26][CH2:27]4)[C:17]=3[N:18]=2)[CH2:3][OH:4])=[CH:6][CH:7]=1. The catalyst class is: 51. (3) Reactant: [NH:1]([C:19]([O:21][CH2:22][C:23]1[CH:28]=[CH:27][CH:26]=[CH:25][CH:24]=1)=[O:20])[C@H:2]([C:15]([O:17][CH3:18])=[O:16])[CH2:3][CH2:4][CH2:5][CH2:6][NH:7]C(OC(C)(C)C)=O.C(O)(C(F)(F)F)=O. Product: [NH2:7][CH2:6][CH2:5][CH2:4][CH2:3][C@H:2]([NH:1][C:19]([O:21][CH2:22][C:23]1[CH:24]=[CH:25][CH:26]=[CH:27][CH:28]=1)=[O:20])[C:15]([O:17][CH3:18])=[O:16]. The catalyst class is: 2. (4) Reactant: Cl.[CH3:2][O:3][NH:4][CH3:5].C([Li])CCC.CO[C:13]([C:15]1[S:23][C:22]2[CH:21]=[CH:20][N:19]=[CH:18][C:17]=2[CH:16]=1)=[O:14].[NH4+].[Cl-]. Product: [CH3:2][O:3][N:4]([CH3:5])[C:13]([C:15]1[S:23][C:22]2[CH:21]=[CH:20][N:19]=[CH:18][C:17]=2[CH:16]=1)=[O:14]. The catalyst class is: 49. (5) Reactant: [Cl:1][C:2]1[N:6]2[N:7]=[C:8]([NH2:11])[CH:9]=[CH:10][C:5]2=[N:4][N:3]=1.[C:12](Cl)(=[O:17])[C:13]([CH3:16])([CH3:15])[CH3:14]. Product: [Cl:1][C:2]1[N:6]2[N:7]=[C:8]([NH:11][C:12](=[O:17])[C:13]([CH3:16])([CH3:15])[CH3:14])[CH:9]=[CH:10][C:5]2=[N:4][N:3]=1. The catalyst class is: 17. (6) Reactant: Br[CH:2]([C:16]1[CH:21]=[CH:20][CH:19]=[CH:18][C:17]=1[Cl:22])[C:3]([C:5]1[CH:6]=[CH:7][C:8]2[O:13][CH2:12][C:11](=[O:14])[NH:10][C:9]=2[CH:15]=1)=O.[NH2:23][N:24]1[CH:28]=[N:27][N:26]=[C:25]1[SH:29].C(O)C. Product: [Cl:22][C:17]1[CH:18]=[CH:19][CH:20]=[CH:21][C:16]=1[CH:2]1[S:29][C:25]2=[N:26][N:27]=[CH:28][N:24]2[N:23]=[C:3]1[C:5]1[CH:6]=[CH:7][C:8]2[O:13][CH2:12][C:11](=[O:14])[NH:10][C:9]=2[CH:15]=1. The catalyst class is: 11.